From a dataset of Human liver microsome stability data. Regression/Classification. Given a drug SMILES string, predict its absorption, distribution, metabolism, or excretion properties. Task type varies by dataset: regression for continuous measurements (e.g., permeability, clearance, half-life) or binary classification for categorical outcomes (e.g., BBB penetration, CYP inhibition). Dataset: hlm. The drug is CC(C)(C)CCn1nc(C2=CCCC2)c(O)c(C2=NS(=O)(=O)c3cc(NS(C)(=O)=O)ccc3N2)c1=O. The result is 1 (stable in human liver microsomes).